The task is: Predict the reactants needed to synthesize the given product.. This data is from Full USPTO retrosynthesis dataset with 1.9M reactions from patents (1976-2016). (1) The reactants are: [C:9](O[C:9]([O:11][C:12]([CH3:15])([CH3:14])[CH3:13])=[O:10])([O:11][C:12]([CH3:15])([CH3:14])[CH3:13])=[O:10].[I:16][C:17]1[C:25]2[C:20](=[CH:21][C:22]([N+:35]([O-:37])=[O:36])=[C:23]([NH:26][CH2:27][CH2:28][N:29]3[CH2:34][CH2:33][O:32][CH2:31][CH2:30]3)[CH:24]=2)[NH:19][N:18]=1. Given the product [I:16][C:17]1[C:25]2[C:20](=[CH:21][C:22]([N+:35]([O-:37])=[O:36])=[C:23]([NH:26][CH2:27][CH2:28][N:29]3[CH2:34][CH2:33][O:32][CH2:31][CH2:30]3)[CH:24]=2)[N:19]([C:9]([O:11][C:12]([CH3:13])([CH3:14])[CH3:15])=[O:10])[N:18]=1, predict the reactants needed to synthesize it. (2) The reactants are: [CH2:1]([NH:4][C:5]1[C:9]2[CH:10]=[CH:11][CH:12]=[CH:13][C:8]=2[S:7][C:6]=1[C:14]([O:16]C)=[O:15])[CH2:2][CH3:3].[OH-].[Li+:19]. Given the product [CH2:1]([NH:4][C:5]1[C:9]2[CH:10]=[CH:11][CH:12]=[CH:13][C:8]=2[S:7][C:6]=1[C:14]([O-:16])=[O:15])[CH2:2][CH3:3].[Li+:19], predict the reactants needed to synthesize it. (3) Given the product [CH3:21][C:18]1[CH:17]=[CH:16][C:15]([N:6]2[C:7](=[O:14])[C:8]3[S:13][CH:12]=[CH:11][C:9]=3[N:10]=[C:5]2[CH:2]([NH:1][C:23]2[N:31]=[CH:30][N:29]=[C:28]3[C:24]=2[N:25]=[CH:26][N:27]3[CH:32]2[CH2:37][CH2:36][CH2:35][CH2:34][O:33]2)[CH2:3][CH3:4])=[CH:20][CH:19]=1, predict the reactants needed to synthesize it. The reactants are: [NH2:1][CH:2]([C:5]1[N:6]([C:15]2[CH:20]=[CH:19][C:18]([CH3:21])=[CH:17][CH:16]=2)[C:7](=[O:14])[C:8]2[S:13][CH:12]=[CH:11][C:9]=2[N:10]=1)[CH2:3][CH3:4].Cl[C:23]1[N:31]=[CH:30][N:29]=[C:28]2[C:24]=1[N:25]=[CH:26][N:27]2[CH:32]1[CH2:37][CH2:36][CH2:35][CH2:34][O:33]1.